This data is from Peptide-MHC class I binding affinity with 185,985 pairs from IEDB/IMGT. The task is: Regression. Given a peptide amino acid sequence and an MHC pseudo amino acid sequence, predict their binding affinity value. This is MHC class I binding data. (1) The peptide sequence is FRNLAYGRTCVLGK. The MHC is HLA-B40:01 with pseudo-sequence HLA-B40:01. The binding affinity (normalized) is 0. (2) The peptide sequence is LPWHRLFLL. The MHC is HLA-B35:01 with pseudo-sequence HLA-B35:01. The binding affinity (normalized) is 0.655. (3) The peptide sequence is KSYAQMWQL. The MHC is HLA-B57:01 with pseudo-sequence HLA-B57:01. The binding affinity (normalized) is 0.937. (4) The peptide sequence is VVKKLSVIR. The MHC is HLA-A33:01 with pseudo-sequence HLA-A33:01. The binding affinity (normalized) is 0.386. (5) The MHC is HLA-B38:01 with pseudo-sequence HLA-B38:01. The binding affinity (normalized) is 0.0847. The peptide sequence is EVVDMLSTY. (6) The peptide sequence is RPPMVTSGL. The MHC is HLA-B35:01 with pseudo-sequence HLA-B35:01. The binding affinity (normalized) is 0.350.